Task: Predict the reaction yield, written as a fraction of the theoretical maximum amount of product (1.0 means a 100% yield; for example, 0.34 means a 34% yield).. Dataset: Reaction yield outcomes from USPTO patents with 853,638 reactions (1) The reactants are [OH:1][CH:2]1[C:11]2[N:10]=[CH:9][CH:8]=[CH:7][C:6]=2[CH2:5][CH2:4][CH2:3]1. The catalyst is C(Cl)Cl.[O-2].[O-2].[Mn+4]. The product is [N:10]1[C:11]2[C:2](=[O:1])[CH2:3][CH2:4][CH2:5][C:6]=2[CH:7]=[CH:8][CH:9]=1. The yield is 0.820. (2) The reactants are [NH2:1][C:2]1[CH:7]=[CH:6][C:5]([C:8]2[CH:13]=[CH:12][C:11]([C:14]([C@@H:16]3[CH2:19][CH2:18][C@H:17]3[C:20]([O:22]C)=[O:21])=[O:15])=[CH:10][CH:9]=2)=[CH:4][CH:3]=1.Cl[C:25]1[S:26][C:27]2[CH:33]=[C:32]([F:34])[CH:31]=[C:30]([F:35])[C:28]=2[N:29]=1.[OH-].[Na+].[CH2:38](O)CCC. No catalyst specified. The product is [F:35][C:30]1[C:28]2[N:29]=[C:25]([NH:1][C:2]3[CH:3]=[CH:4][C:5]([C:8]4[CH:9]=[CH:10][C:11]([C:14]([C@@H:16]5[CH2:38][CH2:19][CH2:18][C@H:17]5[C:20]([OH:22])=[O:21])=[O:15])=[CH:12][CH:13]=4)=[CH:6][CH:7]=3)[S:26][C:27]=2[CH:33]=[C:32]([F:34])[CH:31]=1. The yield is 0.430. (3) The reactants are [C:1]([NH:4][C:5]1[CH:9]=[C:8](Cl)[N:7]([C:11]2[CH:16]=[CH:15][C:14]([CH2:17][CH3:18])=[CH:13][CH:12]=2)[C:6]=1[C:19]([O:21][CH2:22][CH3:23])=[O:20])(=[O:3])[CH3:2].C(P(C(C)(C)C)C1C=CC2C(=CC=CC=2)C=1C1C2C(=CC=CC=2)C=CC=1)(C)(C)C.[CH3:53][N:54](C)C(=O)C. The catalyst is [C-]#N.[Zn+2].[C-]#N.[Zn].[Pd+2].FC(F)(F)C([O-])=O.FC(F)(F)C([O-])=O. The product is [C:1]([NH:4][C:5]1[CH:9]=[C:8]([C:53]#[N:54])[N:7]([C:11]2[CH:16]=[CH:15][C:14]([CH2:17][CH3:18])=[CH:13][CH:12]=2)[C:6]=1[C:19]([O:21][CH2:22][CH3:23])=[O:20])(=[O:3])[CH3:2]. The yield is 0.300.